From a dataset of Forward reaction prediction with 1.9M reactions from USPTO patents (1976-2016). Predict the product of the given reaction. (1) The product is: [CH3:13][O:12][C:7]1[CH:6]=[C:5]2[C:10]([CH:11]=[C:2]([C:22]3[CH:23]=[CH:24][C:19]([C:16]([OH:18])=[O:17])=[CH:20][CH:21]=3)[N:3]([CH3:15])[C:4]2=[O:14])=[CH:9][CH:8]=1. Given the reactants Cl[C:2]1[N:3]([CH3:15])[C:4](=[O:14])[C:5]2[C:10]([CH:11]=1)=[CH:9][CH:8]=[C:7]([O:12][CH3:13])[CH:6]=2.[C:16]([C:19]1[CH:24]=[CH:23][C:22](B(O)O)=[CH:21][CH:20]=1)([OH:18])=[O:17].CCOC(C)=O, predict the reaction product. (2) Given the reactants [CH2:1]([C:3]1[CH:4]=[CH:5][C:6]([CH3:9])=[N:7][CH:8]=1)[CH3:2].ClC1C=CC=C(C(OO)=[O:18])C=1.[OH-].[Na+].C[O-].[Na+].CO, predict the reaction product. The product is: [CH2:1]([C:3]1[CH:4]=[CH:5][C:6]([CH:9]=[O:18])=[N:7][CH:8]=1)[CH3:2]. (3) Given the reactants [CH:1]1[C:6]([C:7]([CH2:9][NH2:10])=O)=[CH:5][CH:4]=[C:3]([Br:11])[CH:2]=1.Cl.C([O-])(=O)C.[Na+].C(O)(=O)C.[NH:22]=[C:23](SC)[C:24]([O:26][CH2:27][CH3:28])=[O:25], predict the reaction product. The product is: [Br:11][C:3]1[CH:4]=[CH:5][C:6]([C:7]2[N:22]=[C:23]([C:24]([O:26][CH2:27][CH3:28])=[O:25])[NH:10][CH:9]=2)=[CH:1][CH:2]=1. (4) The product is: [NH2:9][C:8]1[C:7]2[C:2](=[N:3][CH:4]=[CH:5][C:6]=2[C:10]2[CH:15]=[CH:14][C:13]([NH:16][C:17]([NH:19][C:20]3[CH:25]=[CH:24][CH:23]=[C:22]([CH3:26])[CH:21]=3)=[O:18])=[CH:12][CH:11]=2)[NH:29][N:28]=1. Given the reactants Cl[C:2]1[C:7]([C:8]#[N:9])=[C:6]([C:10]2[CH:15]=[CH:14][C:13]([NH:16][C:17]([NH:19][C:20]3[CH:21]=[C:22]([CH3:26])[CH:23]=[CH:24][CH:25]=3)=[O:18])=[CH:12][CH:11]=2)[CH:5]=[CH:4][N:3]=1.O.[NH2:28][NH2:29], predict the reaction product. (5) Given the reactants Cl.Cl.[F:3][C:4]([F:24])([F:23])[C:5]([C:11]1[CH:16]=[CH:15][C:14]([N:17]2[CH2:22][CH2:21][NH:20][CH2:19][CH2:18]2)=[CH:13][CH:12]=1)([OH:10])[C:6]([F:9])([F:8])[F:7].[Cl:25][C:26]1[N:31]=[N:30][C:29]([S:32](Cl)(=[O:34])=[O:33])=[CH:28][CH:27]=1.C(N(CC)CC)C, predict the reaction product. The product is: [Cl:25][C:26]1[N:31]=[N:30][C:29]([S:32]([N:20]2[CH2:21][CH2:22][N:17]([C:14]3[CH:13]=[CH:12][C:11]([C:5]([OH:10])([C:6]([F:9])([F:8])[F:7])[C:4]([F:3])([F:23])[F:24])=[CH:16][CH:15]=3)[CH2:18][CH2:19]2)(=[O:34])=[O:33])=[CH:28][CH:27]=1. (6) The product is: [CH2:44]1[C:45]2[C:50](=[CH:49][CH:48]=[CH:47][CH:46]=2)[CH2:51][CH2:52][N:43]1[CH2:42][CH:41]([OH:53])[CH2:40][NH:39][C:12](=[O:14])[CH2:11][C:9]1[CH:8]=[CH:7][CH:6]=[C:5]2[C:10]=1[N:1]=[CH:2][CH:3]=[CH:4]2. Given the reactants [N:1]1[C:10]2[C:5](=[CH:6][CH:7]=[CH:8][C:9]=2[CH2:11][C:12]([OH:14])=O)[CH:4]=[CH:3][CH:2]=1.CN(C(ON1N=NC2C=CC=NC1=2)=[N+](C)C)C.F[P-](F)(F)(F)(F)F.[NH2:39][CH2:40][CH:41]([OH:53])[CH2:42][N:43]1[CH2:52][CH2:51][C:50]2[C:45](=[CH:46][CH:47]=[CH:48][CH:49]=2)[CH2:44]1, predict the reaction product. (7) The product is: [F:26][C:23]1[CH:24]=[CH:25][C:20]([C:1](=[O:3])[CH3:2])=[N:21][CH:22]=1. Given the reactants [CH2:1]([O:3]C([Sn](CCCC)(CCCC)CCCC)=C)[CH3:2].Br[C:20]1[CH:25]=[CH:24][C:23]([F:26])=[CH:22][N:21]=1, predict the reaction product.